Dataset: Forward reaction prediction with 1.9M reactions from USPTO patents (1976-2016). Task: Predict the product of the given reaction. Given the reactants COC1C=CC(P2(SP(C3C=CC(OC)=CC=3)(=S)S2)=[S:10])=CC=1.[C:23]([O:26][CH2:27][CH2:28][CH2:29][CH2:30][CH2:31][CH2:32][CH2:33][CH2:34][O:35][C:36]1[CH:41]=[CH:40][NH:39][C:38](=O)[C:37]=1[CH3:43])(=[O:25])[CH3:24], predict the reaction product. The product is: [C:23]([O:26][CH2:27][CH2:28][CH2:29][CH2:30][CH2:31][CH2:32][CH2:33][CH2:34][O:35][C:36]1[CH:41]=[CH:40][NH:39][C:38](=[S:10])[C:37]=1[CH3:43])(=[O:25])[CH3:24].